Dataset: Reaction yield outcomes from USPTO patents with 853,638 reactions. Task: Predict the reaction yield, written as a fraction of the theoretical maximum amount of product (1.0 means a 100% yield; for example, 0.34 means a 34% yield). (1) The product is [OH:27][C:28]1[CH:35]=[CH:34][C:31]([CH2:32][NH:33][C:2]2[N:10]=[CH:9][N:8]=[C:7]3[C:3]=2[N:4]=[CH:5][N:6]3[CH:11]2[CH2:16][CH2:15][CH2:14][CH2:13][O:12]2)=[CH:30][CH:29]=1. The catalyst is C(O)CC. The yield is 0.800. The reactants are Cl[C:2]1[N:10]=[CH:9][N:8]=[C:7]2[C:3]=1[N:4]=[CH:5][N:6]2[CH:11]1[CH2:16][CH2:15][CH2:14][CH2:13][O:12]1.ClC1N=CN=C2C=1NC=N2.[OH:27][C:28]1[CH:35]=[CH:34][C:31]([CH2:32][NH2:33])=[CH:30][CH:29]=1.C(N(CC)CC)C. (2) The catalyst is C(OCC)(=O)C. The product is [C:10]1([C:9]2[CH:8]=[CH:7][N:6]=[CH:5][C:4]=2[N+:1]([O-:3])=[O:2])[CH2:15][CH2:14][CH:13]=[CH:12][CH:11]=1. The reactants are [N+:1]([C:4]1[CH:5]=[N:6][CH:7]=[CH:8][C:9]=1[C:10]1[CH2:15][CH2:14][CH2:13][CH:12](O)[CH:11]=1)([O-:3])=[O:2].O1CCOCC1.CC1C=CC(S(O)(=O)=O)=CC=1.C([O-])(O)=O.[Na+]. The yield is 0.270. (3) The reactants are [OH-].[Na+].[OH:3][C:4]1[CH:9]=[CH:8][C:7]([C:10](=[O:15])[CH2:11][CH2:12][CH2:13]Cl)=[CH:6][CH:5]=1.C(O)(=O)C. The catalyst is O. The product is [CH:11]1([C:10]([C:7]2[CH:8]=[CH:9][C:4]([OH:3])=[CH:5][CH:6]=2)=[O:15])[CH2:13][CH2:12]1. The yield is 0.950.